Predict the product of the given reaction. From a dataset of Forward reaction prediction with 1.9M reactions from USPTO patents (1976-2016). (1) Given the reactants N[C:2]1[S:3][C:4]2[C:9]([OH:10])=[C:8]([C:11]3[NH:16][C:15]4[CH:17]=[CH:18][CH:19]=[CH:20][C:14]=4[S:13](=[O:22])(=[O:21])[N:12]=3)[C:7](=[O:23])[N:6]([CH2:24][C:25]3[CH:30]=[CH:29][CH:28]=[CH:27][CH:26]=3)[C:5]=2[N:31]=1.N(OC(C)(C)C)=O, predict the reaction product. The product is: [CH2:24]([N:6]1[C:7](=[O:23])[C:8]([C:11]2[NH:16][C:15]3[CH:17]=[CH:18][CH:19]=[CH:20][C:14]=3[S:13](=[O:21])(=[O:22])[N:12]=2)=[C:9]([OH:10])[C:4]2[S:3][CH:2]=[N:31][C:5]1=2)[C:25]1[CH:26]=[CH:27][CH:28]=[CH:29][CH:30]=1. (2) Given the reactants [C:1](O)(=O)CCCCCCCCCCCCCCC.[C:19]([OH:38])(=[O:37])[CH2:20][CH2:21][CH2:22][CH2:23][CH2:24][CH2:25][CH2:26][CH2:27][CH2:28][CH2:29][CH2:30][CH2:31][CH2:32][CH2:33][CH2:34][CH2:35][CH3:36].C(O)(=O)CCCCCCC/C=C\CCCCCCCC.CC/C=C\C/C=C\C/C=C\CCCCCCCC(O)=O, predict the reaction product. The product is: [CH3:36][CH2:35][CH2:34][CH2:33][CH2:32][CH2:31][CH2:30][CH2:29]/[CH:28]=[CH:27]\[CH2:26][CH2:25][CH2:24][CH2:23][CH2:22][CH2:21][CH2:20][C:19]([O:38][CH3:1])=[O:37]. (3) Given the reactants [Cl:1][C:2]1[CH:16]=[CH:15][C:5]([CH2:6][N:7]2[CH:12]=[N:11][C:10](O)=[N:9][C:8]2=[O:14])=[CH:4][CH:3]=1.[N:17]1(O[P+](N2CCCC2)(N2CCCC2)N2CCCC2)[C:21]2C=[CH:23][CH:24]=[CH:25][C:20]=2N=N1.N12CCCN=C1CCCCC2.[F:54][C:55]1[CH:64]=[CH:63][C:58]2[NH:59][C:60](=[S:62])[NH:61][C:57]=2[CH:56]=1, predict the reaction product. The product is: [Cl:1][C:2]1[CH:16]=[CH:15][C:5]([CH2:6][N:7]2[CH:12]=[N:11][C:10]([N:17]3[CH2:23][CH2:24][CH:25]([N:59]4[C:58]5[CH:63]=[CH:64][C:55]([F:54])=[CH:56][C:57]=5[NH:61][C:60]4=[S:62])[CH2:20][CH2:21]3)=[N:9][C:8]2=[O:14])=[CH:4][CH:3]=1. (4) Given the reactants [Cl:1][C:2]1[CH:10]=[C:9]2[C:5]([CH2:6][C:7](=[O:11])[NH:8]2)=[CH:4][CH:3]=1.[Cl:12][C:13]1[O:17][C:16]([CH:18]=O)=[CH:15][CH:14]=1.N1CCCCC1, predict the reaction product. The product is: [Cl:1][C:2]1[CH:10]=[C:9]2[C:5](/[C:6](=[CH:18]/[C:16]3[O:17][C:13]([Cl:12])=[CH:14][CH:15]=3)/[C:7](=[O:11])[NH:8]2)=[CH:4][CH:3]=1. (5) Given the reactants [CH2:1]([O:3][C:4]([C@H:6]1[C@@H:11]([NH:12][CH2:13][C:14]2[CH:19]=[CH:18][C:17]([CH3:20])=[C:16]([F:21])[CH:15]=2)[C@H:10]2[CH2:22][C@@H:7]1[CH2:8][CH2:9]2)=[O:5])[CH3:2].[CH3:23][S:24]([NH:27][C:28]1[CH:43]=[CH:42][C:31]2[NH:32][C:33]([CH2:38][C:39](O)=[O:40])=[N:34][S:35](=[O:37])(=[O:36])[C:30]=2[CH:29]=1)(=[O:26])=[O:25].Cl.C(N=C=N)C.CN1CCOCC1.Cl, predict the reaction product. The product is: [CH2:1]([O:3][C:4]([C@H:6]1[C@@H:11]([N:12]([CH2:13][C:14]2[CH:19]=[CH:18][C:17]([CH3:20])=[C:16]([F:21])[CH:15]=2)[C:39](=[O:40])[CH2:38][C:33]2[NH:32][C:31]3[CH:42]=[CH:43][C:28]([NH:27][S:24]([CH3:23])(=[O:26])=[O:25])=[CH:29][C:30]=3[S:35](=[O:36])(=[O:37])[N:34]=2)[C@H:10]2[CH2:22][C@@H:7]1[CH2:8][CH2:9]2)=[O:5])[CH3:2]. (6) Given the reactants Br[CH2:2][C:3]([C:5]1[CH:10]=[CH:9][C:8]([O:11][C:12]([F:15])([F:14])[F:13])=[C:7]([F:16])[CH:6]=1)=[O:4].[CH3:17][OH:18], predict the reaction product. The product is: [F:16][C:7]1[CH:6]=[C:5]([C:3](=[O:4])[CH2:2][O:18][CH3:17])[CH:10]=[CH:9][C:8]=1[O:11][C:12]([F:15])([F:14])[F:13].